From a dataset of Peptide-MHC class II binding affinity with 134,281 pairs from IEDB. Regression. Given a peptide amino acid sequence and an MHC pseudo amino acid sequence, predict their binding affinity value. This is MHC class II binding data. (1) The peptide sequence is ILNTWLVKPGAGIMI. The MHC is HLA-DQA10501-DQB10201 with pseudo-sequence HLA-DQA10501-DQB10201. The binding affinity (normalized) is 0.0535. (2) The peptide sequence is GLTNTASHTRLSCDCDDK. The MHC is DRB1_0101 with pseudo-sequence DRB1_0101. The binding affinity (normalized) is 0. (3) The peptide sequence is YRVNRYTKSAHQKGE. The MHC is DRB1_0405 with pseudo-sequence DRB1_0405. The binding affinity (normalized) is 0.147. (4) The peptide sequence is KENIIDLTKIDRCFQL. The MHC is DRB5_0101 with pseudo-sequence DRB5_0101. The binding affinity (normalized) is 0. (5) The peptide sequence is CKTLTPLMSSKFPEL. The MHC is DRB1_0405 with pseudo-sequence DRB1_0405. The binding affinity (normalized) is 0.356. (6) The peptide sequence is QGVYMGNLSQSQLAK. The MHC is DRB1_0701 with pseudo-sequence DRB1_0701. The binding affinity (normalized) is 0.198. (7) The peptide sequence is GKTKEGVLYVGSKTK. The MHC is HLA-DQA10301-DQB10302 with pseudo-sequence HLA-DQA10301-DQB10302. The binding affinity (normalized) is 0.0772.